From a dataset of Reaction yield outcomes from USPTO patents with 853,638 reactions. Predict the reaction yield, written as a fraction of the theoretical maximum amount of product (1.0 means a 100% yield; for example, 0.34 means a 34% yield). (1) The reactants are I[CH2:2][CH2:3][N:4]([CH3:16])[CH:5]1[CH2:8][N:7]([C:9]([O:11][C:12]([CH3:15])([CH3:14])[CH3:13])=[O:10])[CH2:6]1.C([O-])([O-])=O.[K+].[K+].[Cl:23][C:24]1[C:29]([O:30][CH3:31])=[CH:28][C:27]([O:32][CH3:33])=[C:26]([Cl:34])[C:25]=1[C:35]1[C:46](=[O:47])[NH:45][C:38]2[N:39]=[C:40]([S:43][CH3:44])[N:41]=[CH:42][C:37]=2[CH:36]=1. The catalyst is CC(C)=O. The product is [Cl:23][C:24]1[C:29]([O:30][CH3:31])=[CH:28][C:27]([O:32][CH3:33])=[C:26]([Cl:34])[C:25]=1[C:35]1[C:46](=[O:47])[N:45]([CH2:2][CH2:3][N:4]([CH3:16])[CH:5]2[CH2:8][N:7]([C:9]([O:11][C:12]([CH3:15])([CH3:14])[CH3:13])=[O:10])[CH2:6]2)[C:38]2[N:39]=[C:40]([S:43][CH3:44])[N:41]=[CH:42][C:37]=2[CH:36]=1. The yield is 0.590. (2) The reactants are [CH2:1]([O:8][C:9]1[C:14]2[CH:15]=[CH:16][O:17][C:13]=2[CH:12]=[CH:11][N:10]=1)[C:2]1[CH:7]=[CH:6][CH:5]=[CH:4][CH:3]=1.C([Li])CCC.CN(C)[C:25](=[O:27])[CH3:26]. The catalyst is C1COCC1. The product is [CH2:1]([O:8][C:9]1[C:14]2[CH:15]=[C:16]([C:25](=[O:27])[CH3:26])[O:17][C:13]=2[CH:12]=[CH:11][N:10]=1)[C:2]1[CH:3]=[CH:4][CH:5]=[CH:6][CH:7]=1. The yield is 0.630. (3) The reactants are [NH2:1][C@@H:2]1[CH2:7][CH2:6][CH2:5][N:4]([C:8]2[N:9]([CH2:21][C:22]3[CH:29]=[CH:28][CH:27]=[CH:26][C:23]=3[C:24]#[N:25])[C:10](=[O:20])[C:11]([C:14]#[C:15][Si](C)(C)C)=[CH:12][N:13]=2)[CH2:3]1.CCCC[N+](CCCC)(CCCC)CCCC.[F-]. The catalyst is C1COCC1. The product is [NH2:1][C@@H:2]1[CH2:7][CH2:6][CH2:5][N:4]([C:8]2[N:9]([CH2:21][C:22]3[CH:29]=[CH:28][CH:27]=[CH:26][C:23]=3[C:24]#[N:25])[C:10](=[O:20])[C:11]([C:14]#[CH:15])=[CH:12][N:13]=2)[CH2:3]1. The yield is 0.710. (4) The reactants are [Cl:1][C:2]1[C:11]([CH:12]=O)=[CH:10][C:9]2[C:4](=[CH:5][CH:6]=[CH:7][CH:8]=2)[N:3]=1.[NH3:14].O.II.C1[CH2:22][O:21]CC1. No catalyst specified. The product is [Cl:1][C:2]1[C:11]([C:12]#[N:14])=[CH:10][C:9]2[C:4](=[CH:5][CH:6]=[C:7]([O:21][CH3:22])[CH:8]=2)[N:3]=1. The yield is 0.380. (5) The reactants are [C:1]([O:5][C:6]([NH:8][C@@H:9]([C:13]([CH3:16])([CH3:15])[CH3:14])[C:10]([OH:12])=O)=[O:7])([CH3:4])([CH3:3])[CH3:2].[C@H:17]1([NH:27][C:28]([C@@H:30]2[CH2:39][C:38]3[C:33](=[CH:34][C:35]([C:40]([O:42][CH3:43])=[O:41])=[CH:36][CH:37]=3)[CH2:32][NH:31]2)=[O:29])[C:26]2[C:21](=[CH:22][CH:23]=[CH:24][CH:25]=2)[CH2:20][CH2:19][CH2:18]1.C(Cl)CCl.N1C2C(=NC=CC=2)N(O)N=1.CN1CCOCC1. The catalyst is C(Cl)Cl. The product is [C:1]([O:5][C:6]([NH:8][C@@H:9]([C:13]([CH3:16])([CH3:15])[CH3:14])[C:10]([N:31]1[C@H:30]([C:28](=[O:29])[NH:27][C@H:17]2[C:26]3[C:21](=[CH:22][CH:23]=[CH:24][CH:25]=3)[CH2:20][CH2:19][CH2:18]2)[CH2:39][C:38]2[C:33](=[CH:34][C:35]([C:40]([O:42][CH3:43])=[O:41])=[CH:36][CH:37]=2)[CH2:32]1)=[O:12])=[O:7])([CH3:2])([CH3:3])[CH3:4]. The yield is 1.00. (6) The reactants are [CH3:1][S:2]([C:5]1[CH:10]=[CH:9][C:8]([NH:11][C:12](=[O:18])[O:13][C:14]([CH3:17])([CH3:16])[CH3:15])=[CH:7][CH:6]=1)(=[NH:4])=[O:3].[Br:19][C:20]1[CH:21]=[N:22][CH:23]=[C:24]([CH:28]=1)[C:25](O)=[O:26]. No catalyst specified. The product is [Br:19][C:20]1[CH:28]=[C:24]([C:25]([N:4]=[S:2]([C:5]2[CH:6]=[CH:7][C:8]([NH:11][C:12](=[O:18])[O:13][C:14]([CH3:15])([CH3:17])[CH3:16])=[CH:9][CH:10]=2)([CH3:1])=[O:3])=[O:26])[CH:23]=[N:22][CH:21]=1. The yield is 0.750. (7) The reactants are [NH2:1][C:2]1[CH:6]=[CH:5][S:4][C:3]=1C(OC)=O.[OH-].[Na+].Cl.[C:14]([OH:19])(=[O:18])[C:15]([OH:17])=[O:16]. The catalyst is CCOCC. The product is [C:14]([OH:19])(=[O:18])[C:15]([OH:17])=[O:16].[NH2:1][C:2]1[CH:6]=[CH:5][S:4][CH:3]=1. The yield is 0.700.